From a dataset of Catalyst prediction with 721,799 reactions and 888 catalyst types from USPTO. Predict which catalyst facilitates the given reaction. Reactant: [Cl:1][C:2]1[C:3]([Cl:46])=[CH:4][C:5]2[O:10][CH2:9][C:8](=[O:11])[N:7]([CH2:12][C:13]([N:15]([CH3:44])[CH:16]([C:24]3[CH:29]=[CH:28][C:27]([C:30]4[CH:35]=[CH:34][C:33]([NH:36]C(=O)OC(C)(C)C)=[CH:32][CH:31]=4)=[CH:26][CH:25]=3)[CH2:17][N:18]3[CH2:23][CH2:22][O:21][CH2:20][CH2:19]3)=[O:14])[C:6]=2[CH:45]=1.FC(F)(F)C(O)=O. Product: [NH2:36][C:33]1[CH:32]=[CH:31][C:30]([C:27]2[CH:28]=[CH:29][C:24]([CH:16]([N:15]([CH3:44])[C:13](=[O:14])[CH2:12][N:7]3[C:6]4[CH:45]=[C:2]([Cl:1])[C:3]([Cl:46])=[CH:4][C:5]=4[O:10][CH2:9][C:8]3=[O:11])[CH2:17][N:18]3[CH2:19][CH2:20][O:21][CH2:22][CH2:23]3)=[CH:25][CH:26]=2)=[CH:35][CH:34]=1. The catalyst class is: 4.